Dataset: Forward reaction prediction with 1.9M reactions from USPTO patents (1976-2016). Task: Predict the product of the given reaction. (1) Given the reactants Cl.[Cl:2][C:3]1[CH:18]=[CH:17][C:6]2[N:7]([CH:11]3[CH2:16][CH2:15][NH:14][CH2:13][CH2:12]3)[C:8](=[O:10])[NH:9][C:5]=2[CH:4]=1.O=[C:20]1[CH2:24][CH2:23][N:22]([C:25]([O:27][CH2:28][CH3:29])=[O:26])[CH2:21]1, predict the reaction product. The product is: [Cl:2][C:3]1[CH:18]=[CH:17][C:6]2[N:7]([CH:11]3[CH2:12][CH2:13][N:14]([CH:20]4[CH2:24][CH2:23][N:22]([C:25]([O:27][CH2:28][CH3:29])=[O:26])[CH2:21]4)[CH2:15][CH2:16]3)[C:8](=[O:10])[NH:9][C:5]=2[CH:4]=1. (2) Given the reactants O[CH2:2][C@H:3]([NH:5][C:6](=[O:12])[O:7][C:8]([CH3:11])([CH3:10])[CH3:9])[CH3:4].C(N(CC)CC)C.CS(Cl)(=O)=O.C([O-])([O-])=O.[Cs+].[Cs+].[F:31][C:32]1[CH:33]=[CH:34][C:35]([C:38]2[CH:42]=[CH:41][NH:40][N:39]=2)=[N:36][CH:37]=1, predict the reaction product. The product is: [F:31][C:32]1[CH:33]=[CH:34][C:35]([C:38]2[CH:42]=[CH:41][N:40]([CH2:2][C@H:3]([NH:5][C:6](=[O:12])[O:7][C:8]([CH3:11])([CH3:10])[CH3:9])[CH3:4])[N:39]=2)=[N:36][CH:37]=1. (3) Given the reactants Cl.[NH2:2][CH2:3][CH2:4][N:5]([CH2:10][CH:11]1[CH2:16][CH2:15][N:14]([C:17]2[CH:22]=[CH:21][C:20](=[O:23])[N:19]([CH3:24])[N:18]=2)[CH2:13][CH2:12]1)[C:6](=[O:9])[CH2:7]Cl.C(N(CC)CC)C, predict the reaction product. The product is: [CH3:24][N:19]1[C:20](=[O:23])[CH:21]=[CH:22][C:17]([N:14]2[CH2:15][CH2:16][CH:11]([CH2:10][N:5]3[CH2:4][CH2:3][NH:2][CH2:7][C:6]3=[O:9])[CH2:12][CH2:13]2)=[N:18]1. (4) Given the reactants [CH3:1][N:2]([S:15]([C:18]1[CH:23]=[CH:22][C:21]([C:24]([F:27])([F:26])[F:25])=[CH:20][CH:19]=1)(=[O:17])=[O:16])[C@H:3]1[CH2:8][CH2:7][C@H:6]([O:9][CH2:10][CH2:11][C:12](O)=[O:13])[CH2:5][CH2:4]1.[CH3:28][NH:29][CH3:30].CN1CCOCC1.CCN=C=NCCCN(C)C.C1C=CC2N(O)N=NC=2C=1, predict the reaction product. The product is: [CH3:28][N:29]([CH3:30])[C:12](=[O:13])[CH2:11][CH2:10][O:9][C@H:6]1[CH2:7][CH2:8][C@H:3]([N:2]([CH3:1])[S:15]([C:18]2[CH:23]=[CH:22][C:21]([C:24]([F:27])([F:26])[F:25])=[CH:20][CH:19]=2)(=[O:17])=[O:16])[CH2:4][CH2:5]1. (5) Given the reactants [C:1]([O:5][C:6]([N:8]1[CH2:13][CH2:12][CH:11]([N:14]2[C:22]3[C:17](=[CH:18][CH:19]=[CH:20][C:21]=3[CH2:23][OH:24])[CH:16]=[CH:15]2)[CH2:10][CH2:9]1)=[O:7])([CH3:4])([CH3:3])[CH3:2].[H-].[Na+].[CH3:27][O:28][CH2:29]Cl.C(OCC)(=O)C, predict the reaction product. The product is: [C:1]([O:5][C:6]([N:8]1[CH2:9][CH2:10][CH:11]([N:14]2[C:22]3[C:17](=[CH:18][CH:19]=[CH:20][C:21]=3[CH2:23][O:24][CH2:27][O:28][CH3:29])[CH:16]=[CH:15]2)[CH2:12][CH2:13]1)=[O:7])([CH3:4])([CH3:2])[CH3:3]. (6) Given the reactants C(Cl)(=O)C(Cl)=O.CS(C)=O.[C:11]([O:15][C:16]([N:18]1[CH2:26][CH:25]2[CH:20]([CH2:21][CH2:22][CH:23]([OH:27])[CH2:24]2)[CH2:19]1)=[O:17])([CH3:14])([CH3:13])[CH3:12].C(N(CC)CC)C, predict the reaction product. The product is: [C:11]([O:15][C:16]([N:18]1[CH2:26][CH:25]2[CH:20]([CH2:21][CH2:22][C:23](=[O:27])[CH2:24]2)[CH2:19]1)=[O:17])([CH3:14])([CH3:12])[CH3:13]. (7) The product is: [CH3:9][C:8]1[C:4]2[CH:3]=[CH:2][CH:26]=[CH:25][C:5]=2[S:6][C:7]=1[C:10]1[N:14]2[N:15]=[C:16]([NH:19][CH2:20][CH2:21][CH2:22][CH2:23][OH:24])[CH:17]=[CH:18][C:13]2=[N:12][CH:11]=1. Given the reactants Cl[C:2]1[CH:26]=[CH:25][C:5]2[S:6][C:7]([C:10]3[N:14]4[N:15]=[C:16]([NH:19][CH2:20][CH2:21][CH2:22][CH2:23][OH:24])[CH:17]=[CH:18][C:13]4=[N:12][CH:11]=3)=[C:8]([CH3:9])[C:4]=2[CH:3]=1.[H][H], predict the reaction product. (8) Given the reactants [CH:1]1[CH:6]=[C:5]2[C:7]([C:9](O)([OH:12])[C:10](=[O:11])[C:4]2=[CH:3][CH:2]=1)=[O:8].[CH2:14]([O:16][C:17](=[O:28])[CH2:18][C:19]1[CH:24]=[CH:23][C:22]([OH:25])=[C:21]([O:26][CH3:27])[CH:20]=1)[CH3:15], predict the reaction product. The product is: [OH:11][C:10]12[C:4]3[C:5](=[CH:6][CH:1]=[CH:2][CH:3]=3)[C:7](=[O:8])[C:9]1([OH:12])[C:23]1[CH:24]=[C:19]([CH2:18][C:17]([O:16][CH2:14][CH3:15])=[O:28])[CH:20]=[C:21]([O:26][CH3:27])[C:22]=1[O:25]2. (9) Given the reactants [C:1]1([C:13](=O)[C:14]([C:20]2[C:28]3[C:23](=[CH:24][CH:25]=[CH:26][CH:27]=3)[N:22](C(OC(C)(C)C)=O)[CH:21]=2)(C)[C:15](OC)=[O:16])[C:11]2=[C:12]3[C:7](=[CH:8][CH:9]=[CH:10]2)[CH2:6][CH2:5][CH2:4][N:3]3[CH:2]=1.[NH2:37][NH2:38].C12(CS(O)(=O)=O)C(C)(C)C(CC1)CC2=O, predict the reaction product. The product is: [C:1]1([C:13]2[NH:38][NH:37][C:15](=[O:16])[C:14]=2[C:20]2[C:28]3[C:23](=[CH:24][CH:25]=[CH:26][CH:27]=3)[NH:22][CH:21]=2)[C:11]2=[C:12]3[C:7](=[CH:8][CH:9]=[CH:10]2)[CH2:6][CH2:5][CH2:4][N:3]3[CH:2]=1.